From a dataset of Catalyst prediction with 721,799 reactions and 888 catalyst types from USPTO. Predict which catalyst facilitates the given reaction. (1) Reactant: [OH:1][C:2]1[CH:3]=[N:4][C:5]([N:8]2[CH2:13][CH2:12][N:11]([C:14]([O:16][C:17]([CH3:20])([CH3:19])[CH3:18])=[O:15])[CH2:10][C@H:9]2[CH3:21])=[N:6][CH:7]=1.Cl.Cl[CH2:24][C:25]1[CH:30]=[CH:29][N:28]=[CH:27][CH:26]=1.C(=O)([O-])[O-].[Cs+].[Cs+].CN(C=O)C. Product: [CH3:21][C@H:9]1[N:8]([C:5]2[N:4]=[CH:3][C:2]([O:1][CH2:24][C:25]3[CH:30]=[CH:29][N:28]=[CH:27][CH:26]=3)=[CH:7][N:6]=2)[CH2:13][CH2:12][N:11]([C:14]([O:16][C:17]([CH3:20])([CH3:19])[CH3:18])=[O:15])[CH2:10]1. The catalyst class is: 25. (2) Reactant: [Br:1][C:2]1[CH:3]=[CH:4][C:5]2[C:11](=[O:12])[CH2:10][CH2:9][CH2:8][CH2:7][C:6]=2[CH:13]=1.[Br:14]Br. Product: [Br:1][C:2]1[CH:3]=[CH:4][C:5]2[C:11](=[O:12])[CH:10]([Br:14])[CH2:9][CH2:8][CH2:7][C:6]=2[CH:13]=1. The catalyst class is: 28. (3) Reactant: [CH2:1]1[O:9][C:8]2[CH:7]=[CH:6][C:5]([CH:10]([CH:13]([C:20]3[CH:25]=[CH:24][CH:23]=[CH:22][CH:21]=3)[C:14]3[CH:19]=[CH:18][CH:17]=[CH:16][CH:15]=3)[CH2:11]N)=[CH:4][C:3]=2[O:2]1.C1C[O:29]CC1.CC(C[AlH]CC(C)C)C.Cl. Product: [CH2:1]1[O:9][C:8]2[CH:7]=[CH:6][C:5]([CH:10]([CH:13]([C:20]3[CH:25]=[CH:24][CH:23]=[CH:22][CH:21]=3)[C:14]3[CH:19]=[CH:18][CH:17]=[CH:16][CH:15]=3)[CH:11]=[O:29])=[CH:4][C:3]=2[O:2]1. The catalyst class is: 8. (4) Reactant: [NH2:1][C:2]1[N:3]=[C:4]2[CH:9]=[CH:8][C:7]([O:10][C:11]3[CH:12]=[C:13]([NH:17][C:18](=[O:30])[C:19]4[CH:24]=[CH:23][CH:22]=[C:21]([C:25]5([C:28]#[N:29])[CH2:27][CH2:26]5)[CH:20]=4)[CH:14]=[CH:15][CH:16]=3)=[N:6][N:5]2[CH:31]=1.[CH3:32][N:33]1[CH:37]=[C:36]([C:38](O)=[O:39])[CH:35]=[N:34]1.C(Cl)(=O)C(Cl)=O.O1CCCC1. Product: [C:28]([C:25]1([C:21]2[CH:20]=[C:19]([CH:24]=[CH:23][CH:22]=2)[C:18]([NH:17][C:13]2[CH:12]=[C:11]([CH:16]=[CH:15][CH:14]=2)[O:10][C:7]2[CH:8]=[CH:9][C:4]3[N:5]([CH:31]=[C:2]([NH:1][C:38]([C:36]4[CH:35]=[N:34][N:33]([CH3:32])[CH:37]=4)=[O:39])[N:3]=3)[N:6]=2)=[O:30])[CH2:27][CH2:26]1)#[N:29]. The catalyst class is: 402. (5) Reactant: [OH:1][CH2:2][C:3]1[CH:4]=[C:5](B(O)O)[CH:6]=[CH:7][CH:8]=1.Cl.Br[C:14]1[CH:15]=[C:16]([CH2:21][NH2:22])[CH:17]=[CH:18][C:19]=1[F:20].C(=O)([O-])[O-].[K+].[K+].O. Product: [NH2:22][CH2:21][C:16]1[CH:15]=[CH:14][C:19]([F:20])=[C:18]([C:5]2[CH:6]=[CH:7][CH:8]=[C:3]([CH2:2][OH:1])[CH:4]=2)[CH:17]=1. The catalyst class is: 755. (6) The catalyst class is: 25. Reactant: [OH:1][C:2]1[CH:3]=[C:4]2[C:8](=[CH:9][CH:10]=1)[NH:7][CH:6]=[CH:5]2.[Cl:11][C:12]1[N:17]=[C:16](Cl)[CH:15]=[CH:14][N:13]=1.C(=O)([O-])[O-].[Cs+].[Cs+].CN(C=O)C. Product: [Cl:11][C:12]1[N:17]=[C:16]([O:1][C:2]2[CH:3]=[C:4]3[C:8](=[CH:9][CH:10]=2)[NH:7][CH:6]=[CH:5]3)[CH:15]=[CH:14][N:13]=1. (7) Reactant: C([O:3][C:4](=O)[C:5]([CH3:18])([CH3:17])[CH2:6][CH2:7][CH2:8][CH2:9][CH2:10][C:11](=[O:16])[CH2:12][CH2:13][CH2:14][CH3:15])C.[H-].[H-].[H-].[H-].[Li+].[Al+3].O.Cl. Product: [CH3:18][C:5]([CH3:17])([CH2:6][CH2:7][CH2:8][CH2:9][CH2:10][CH:11]([OH:16])[CH2:12][CH2:13][CH2:14][CH3:15])[CH2:4][OH:3]. The catalyst class is: 28.